The task is: Predict the reactants needed to synthesize the given product.. This data is from Full USPTO retrosynthesis dataset with 1.9M reactions from patents (1976-2016). Given the product [N:10]1([C@@H:11]2[C@H:15]([CH2:16][CH3:17])[CH2:14][C@H:13]([NH:18][S:19]([CH:22]3[CH2:23][CH2:24]3)(=[O:20])=[O:21])[CH2:12]2)[C:2]2=[C:3]3[CH:27]=[CH:26][NH:25][C:4]3=[N:5][CH:6]=[C:7]2[CH2:8][CH2:9]1.[C:52]([O-:53])(=[O:51])[CH3:54].[NH4+:40], predict the reactants needed to synthesize it. The reactants are: Cl[C:2]1[C:7]([CH2:8][CH2:9][NH:10][C@@H:11]2[C@H:15]([CH2:16][CH3:17])[CH2:14][C@H:13]([NH:18][S:19]([CH:22]3[CH2:24][CH2:23]3)(=[O:21])=[O:20])[CH2:12]2)=[CH:6][N:5]=[C:4]2[N:25](S(C3C=CC(C)=CC=3)(=O)=O)[CH:26]=[CH:27][C:3]=12.CC[N:40](C(C)C)C(C)C.[I-].[K+].CC[O:51][C:52]([CH3:54])=[O:53].